This data is from Catalyst prediction with 721,799 reactions and 888 catalyst types from USPTO. The task is: Predict which catalyst facilitates the given reaction. (1) Reactant: [C:1]1([C:7](=O)[CH2:8][CH:9]([C:12]#[N:13])[C:10]#[N:11])[CH:6]=[CH:5][CH:4]=[CH:3][CH:2]=1.C(N(CC)CC)C.[Br:22][C:23]1[CH:24]=[C:25]([SH:29])[CH:26]=[CH:27][CH:28]=1. Product: [Br:22][C:23]1[CH:24]=[C:25]([S:29][C:10]2[NH:11][C:7]([C:1]3[CH:6]=[CH:5][CH:4]=[CH:3][CH:2]=3)=[CH:8][C:9]=2[C:12]#[N:13])[CH:26]=[CH:27][CH:28]=1. The catalyst class is: 5. (2) Reactant: [NH2:1][C@H:2]([C:9]([OH:11])=[O:10])[CH2:3][C:4]1[N:8]=[CH:7][NH:6][CH:5]=1.[ClH:12].[CH2:13]=O. Product: [ClH:12].[ClH:12].[N:8]1[C:4]2[CH2:3][C@@H:2]([C:9]([OH:11])=[O:10])[NH:1][CH2:13][C:5]=2[NH:6][CH:7]=1. The catalyst class is: 6. (3) Reactant: O1CCCCC1[N:7]1[C:15]2[C:10](=[CH:11][C:12]([C:16]3[N:20]=[CH:19][N:18](C(C4C=CC=CC=4)(C4C=CC=CC=4)C4C=CC=CC=4)[N:17]=3)=[CH:13][CH:14]=2)[C:9]([C:40]2[CH:41]=[C:42]([NH:46][C:47](=[O:57])[CH:48]([O:50][C:51]3[CH:56]=[CH:55][CH:54]=[CH:53][CH:52]=3)[CH3:49])[CH:43]=[CH:44][CH:45]=2)=[N:8]1. Product: [NH:18]1[CH:19]=[N:20][C:16]([C:12]2[CH:11]=[C:10]3[C:15](=[CH:14][CH:13]=2)[NH:7][N:8]=[C:9]3[C:40]2[CH:41]=[C:42]([NH:46][C:47](=[O:57])[CH:48]([O:50][C:51]3[CH:52]=[CH:53][CH:54]=[CH:55][CH:56]=3)[CH3:49])[CH:43]=[CH:44][CH:45]=2)=[N:17]1. The catalyst class is: 89. (4) Reactant: [Cl:1][C:2]1[N:7]=[C:6]([CH2:8][CH3:9])[N:5]=[C:4]([NH:10][CH:11]2[CH2:15][CH2:14][CH2:13][CH2:12]2)[C:3]=1I.[C:17]1(B(O)O)[CH:22]=[CH:21][CH:20]=[CH:19][CH:18]=1.C(=O)([O-])[O-].[Na+].[Na+].C(O)C. Product: [Cl:1][C:2]1[N:7]=[C:6]([CH2:8][CH3:9])[N:5]=[C:4]([NH:10][CH:11]2[CH2:15][CH2:14][CH2:13][CH2:12]2)[C:3]=1[C:17]1[CH:22]=[CH:21][CH:20]=[CH:19][CH:18]=1. The catalyst class is: 11. (5) Reactant: [NH2:1][C:2]1[N:7]=[C:6]2[N:8]([CH2:20][CH3:21])[C:9]([C:11]([N:13]([CH:17]3[CH2:19][CH2:18]3)[CH:14]3[CH2:16][CH2:15]3)=[O:12])=[CH:10][C:5]2=[C:4]2[N:22]([CH3:25])[CH:23]=[N:24][C:3]=12.[C:26](N1C=CC=CC1=O)(N1C=CC=CC1=O)=[S:27]. Product: [CH:14]1([N:13]([CH:17]2[CH2:19][CH2:18]2)[C:11]([C:9]2[N:8]([CH2:20][CH3:21])[C:6]3=[N:7][C:2]([N:1]=[C:26]=[S:27])=[C:3]4[N:24]=[CH:23][N:22]([CH3:25])[C:4]4=[C:5]3[CH:10]=2)=[O:12])[CH2:16][CH2:15]1. The catalyst class is: 4. (6) Reactant: [I:1][C:2]1[CH:3]=[C:4]([CH:7]=[CH:8][CH:9]=1)[CH2:5][NH2:6].C(N(CC)CC)C.[C:17]([O:21][C:22](=[O:44])[N:23]([C:41](=[O:43])[CH3:42])[C@H:24]1[CH2:28][C@@H:27]([N:29]2[CH:37]=[N:36][C:35]3[C:30]2=[N:31][CH:32]=[N:33][C:34]=3Cl)[C@H:26]([OH:39])[C@@H:25]1[OH:40])([CH3:20])([CH3:19])[CH3:18]. Product: [C:17]([O:21][C:22](=[O:44])[N:23]([C:41](=[O:43])[CH3:42])[C@H:24]1[CH2:28][C@@H:27]([N:29]2[CH:37]=[N:36][C:35]3[C:30]2=[N:31][CH:32]=[N:33][C:34]=3[NH:6][CH2:5][C:4]2[CH:7]=[CH:8][CH:9]=[C:2]([I:1])[CH:3]=2)[C@H:26]([OH:39])[C@@H:25]1[OH:40])([CH3:20])([CH3:18])[CH3:19]. The catalyst class is: 4. (7) Reactant: C(OC([N:8]1[CH2:14][CH2:13][CH2:12][N:11]([C:15]2[N:19]([CH2:20][CH2:21][N:22]3[C:26]([CH3:27])=[N:25][N:24]=[N:23]3)[C:18]3[CH:28]=[CH:29][CH:30]=[CH:31][C:17]=3[N:16]=2)[CH2:10][CH2:9]1)=O)(C)(C)C.I.[OH-].[Na+]. Product: [N:11]1([C:15]2[N:19]([CH2:20][CH2:21][N:22]3[C:26]([CH3:27])=[N:25][N:24]=[N:23]3)[C:18]3[CH:28]=[CH:29][CH:30]=[CH:31][C:17]=3[N:16]=2)[CH2:12][CH2:13][CH2:14][NH:8][CH2:9][CH2:10]1. The catalyst class is: 8. (8) Reactant: Cl[C:2]1[C:3]2[C:10]([CH3:11])=[CH:9][NH:8][C:4]=2[N:5]=[CH:6][N:7]=1.[CH3:12][N:13]([CH:21]1[CH2:26][CH2:25][NH:24][CH2:23][CH2:22]1)[C:14](=[O:20])[O:15][C:16]([CH3:19])([CH3:18])[CH3:17].C(N(CC)C(C)C)(C)C. Product: [CH3:12][N:13]([CH:21]1[CH2:22][CH2:23][N:24]([C:2]2[C:3]3[C:10]([CH3:11])=[CH:9][NH:8][C:4]=3[N:5]=[CH:6][N:7]=2)[CH2:25][CH2:26]1)[C:14](=[O:20])[O:15][C:16]([CH3:19])([CH3:17])[CH3:18]. The catalyst class is: 37. (9) Reactant: Br[C:2]1[CH:19]=[CH:18][C:5]([C:6]([NH:8][C:9]2[S:10][C:11]3[CH2:17][CH2:16][CH2:15][CH2:14][C:12]=3[N:13]=2)=[O:7])=[CH:4][CH:3]=1.[B:20]1([B:20]2[O:24][C:23]([CH3:26])([CH3:25])[C:22]([CH3:28])([CH3:27])[O:21]2)[O:24][C:23]([CH3:26])([CH3:25])[C:22]([CH3:28])([CH3:27])[O:21]1.C([O-])(=O)C.[K+]. Product: [S:10]1[C:11]2[CH2:17][CH2:16][CH2:15][CH2:14][C:12]=2[N:13]=[C:9]1[NH:8][C:6](=[O:7])[C:5]1[CH:18]=[CH:19][C:2]([B:20]2[O:24][C:23]([CH3:26])([CH3:25])[C:22]([CH3:28])([CH3:27])[O:21]2)=[CH:3][CH:4]=1. The catalyst class is: 263. (10) Reactant: [F:1][CH:2]([F:18])[C@:3]1([C:10]2[CH:15]=[CH:14][CH:13]=[C:12]([F:16])[C:11]=2[F:17])[NH:8][C:7](=O)[CH2:6][O:5][CH2:4]1.COC1C=CC(P2(SP(C3C=CC(OC)=CC=3)(=S)S2)=[S:28])=CC=1. Product: [F:1][CH:2]([F:18])[C@:3]1([C:10]2[CH:15]=[CH:14][CH:13]=[C:12]([F:16])[C:11]=2[F:17])[NH:8][C:7](=[S:28])[CH2:6][O:5][CH2:4]1. The catalyst class is: 1.